This data is from Catalyst prediction with 721,799 reactions and 888 catalyst types from USPTO. The task is: Predict which catalyst facilitates the given reaction. (1) Reactant: [CH:1]12[O:7][CH:6]1[CH2:5][CH2:4][N:3]([C:8]([O:10][CH2:11][C:12]1[CH:17]=[CH:16][CH:15]=[CH:14][CH:13]=1)=[O:9])[CH2:2]2.[N-:18]=[N+:19]=[N-:20].[Na+].[Cl-].[NH4+]. Product: [N:18]([C@H:1]1[C@H:6]([OH:7])[CH2:5][CH2:4][N:3]([C:8]([O:10][CH2:11][C:12]2[CH:17]=[CH:16][CH:15]=[CH:14][CH:13]=2)=[O:9])[CH2:2]1)=[N+:19]=[N-:20]. The catalyst class is: 24. (2) Reactant: CO[CH:3](OC)[C:4](=[N:7][OH:8])[C:5]#[N:6].Cl.[Cl:12][C:13]1[CH:18]=[CH:17][C:16]([NH:19][NH2:20])=[CH:15][CH:14]=1.Cl.N. Product: [NH2:6][C:5]1[N:19]([C:16]2[CH:17]=[CH:18][C:13]([Cl:12])=[CH:14][CH:15]=2)[N:20]=[CH:3][C:4]=1[N:7]=[O:8]. The catalyst class is: 24.